Dataset: Forward reaction prediction with 1.9M reactions from USPTO patents (1976-2016). Task: Predict the product of the given reaction. Given the reactants [CH3:1][N:2]([CH3:11])[NH:3][C:4]([C@H:6]1[CH2:10][CH2:9][CH2:8][NH:7]1)=[O:5].CCN(C(C)C)C(C)C.C1C=CC2N(O)N=NC=2C=1.[OH:31][C@H:32]([CH2:53][NH:54][CH2:55][C:56]1[CH:57]=[N:58][CH:59]=[C:60]([CH:62]([CH3:64])[CH3:63])[CH:61]=1)[C@@H:33]([NH:41][C:42]([C:44]1[CH:45]=[C:46]([CH:50]=[CH:51][CH:52]=1)[C:47](O)=[O:48])=[O:43])[CH2:34][C:35]1[CH:40]=[CH:39][CH:38]=[CH:37][CH:36]=1.CCN=C=NCCCN(C)C.Cl.O1C2C=CC=CC=2C=C1CNC(=O)OC(C)(C)C, predict the reaction product. The product is: [CH3:1][N:2]([CH3:11])[NH:3][C:4]([C@H:6]1[CH2:10][CH2:9][CH2:8][N:7]1[C:47]([C:46]1[CH:45]=[C:44]([CH:52]=[CH:51][CH:50]=1)[C:42]([NH:41][C@H:33]([C@H:32]([OH:31])[CH2:53][NH:54][CH2:55][C:56]1[CH:57]=[N:58][CH:59]=[C:60]([CH:62]([CH3:64])[CH3:63])[CH:61]=1)[CH2:34][C:35]1[CH:36]=[CH:37][CH:38]=[CH:39][CH:40]=1)=[O:43])=[O:48])=[O:5].